From a dataset of Full USPTO retrosynthesis dataset with 1.9M reactions from patents (1976-2016). Predict the reactants needed to synthesize the given product. Given the product [CH:29]1[C:7]2[CH2:8][C:9]3([CH2:15][CH2:14][CH:13]([N:16]4[CH2:19][CH:18]([C:22]([O:24][CH3:25])=[O:23])[CH2:17]4)[CH2:12]3)[C:10]3[CH:4]=[CH:3][CH:2]=[CH:1][C:11]=3[O:30][C:6]=2[CH:5]=[CH:27][CH:28]=1, predict the reactants needed to synthesize it. The reactants are: [CH:1]1[C:11]2[CH2:10][C:9]3([CH2:15][CH2:14][CH:13]([N:16]4CC[CH:19]=[C:18]([C:22]([O:24][CH3:25])=[O:23])[CH2:17]4)[CH2:12]3)[C:8]3C=[CH:27][CH:28]=[CH:29][C:7]=3[CH2:6][C:5]=2[CH:4]=[CH:3][CH:2]=1.[OH2:30].